From a dataset of Full USPTO retrosynthesis dataset with 1.9M reactions from patents (1976-2016). Predict the reactants needed to synthesize the given product. Given the product [O:8]=[C:5]1[CH2:6][CH2:7][N:2]([C:17]([O:19][CH2:20][C:21]2[CH:26]=[CH:25][CH:24]=[CH:23][CH:22]=2)=[O:18])[CH2:3][CH2:4]1, predict the reactants needed to synthesize it. The reactants are: Cl.[NH:2]1[CH2:7][CH2:6][C:5](=[O:8])[CH2:4][CH2:3]1.C(N(CC)CC)C.Cl[C:17]([O:19][CH2:20][C:21]1[CH:26]=[CH:25][CH:24]=[CH:23][CH:22]=1)=[O:18].